Task: Predict the reaction yield, written as a fraction of the theoretical maximum amount of product (1.0 means a 100% yield; for example, 0.34 means a 34% yield).. Dataset: Reaction yield outcomes from USPTO patents with 853,638 reactions The reactants are [CH2:1]([CH:3]1[C:12]2[CH:11]=[CH:10][CH:9]=[CH:8][C:7]=2[C:6]2[S:13][C:14]([CH:16]=[CH2:17])=[CH:15][C:5]=2[N:4]1[S:18]([C:21]1[CH:26]=[CH:25][C:24]([O:27][CH3:28])=[CH:23][CH:22]=1)(=[O:20])=[O:19])[CH3:2]. The catalyst is C(OCC)(=O)C.[Pd]. The product is [CH2:16]([C:14]1[S:13][C:6]2[C:7]3[CH:8]=[CH:9][CH:10]=[CH:11][C:12]=3[CH:3]([CH2:1][CH3:2])[N:4]([S:18]([C:21]3[CH:22]=[CH:23][C:24]([O:27][CH3:28])=[CH:25][CH:26]=3)(=[O:20])=[O:19])[C:5]=2[CH:15]=1)[CH3:17]. The yield is 0.870.